This data is from Catalyst prediction with 721,799 reactions and 888 catalyst types from USPTO. The task is: Predict which catalyst facilitates the given reaction. (1) Reactant: [N:1]1([C:6]2[N:22]=[C:9]3[CH:10]=[C:11]([NH:14]C(=O)OC(C)(C)C)[CH:12]=[CH:13][N:8]3[N:7]=2)[CH2:5][CH2:4][CH2:3][CH2:2]1.Cl. Product: [N:1]1([C:6]2[N:22]=[C:9]3[CH:10]=[C:11]([NH2:14])[CH:12]=[CH:13][N:8]3[N:7]=2)[CH2:2][CH2:3][CH2:4][CH2:5]1. The catalyst class is: 4. (2) Reactant: Cl[C:2]1[CH:7]=[CH:6][C:5]([N+:8]([O-:10])=[O:9])=[CH:4][N:3]=1.[CH2:11]([C:13]1[CH:18]=[CH:17][CH:16]=[CH:15][C:14]=1[OH:19])[CH3:12].C([O-])([O-])=O.[K+].[K+]. Product: [CH2:11]([C:13]1[CH:18]=[CH:17][CH:16]=[CH:15][C:14]=1[O:19][C:2]1[CH:7]=[CH:6][C:5]([N+:8]([O-:10])=[O:9])=[CH:4][N:3]=1)[CH3:12]. The catalyst class is: 9. (3) Reactant: [H-].[Al+3].[Li+].[H-].[H-].[H-].[CH3:7][NH:8][C:9](=O)[CH2:10][C@H:11]([OH:17])[C:12]1[S:13][CH:14]=[CH:15][CH:16]=1.O.[OH-].[Na+]. Product: [CH3:7][NH:8][CH2:9][CH2:10][C@@H:11]([C:12]1[S:13][CH:14]=[CH:15][CH:16]=1)[OH:17]. The catalyst class is: 7. (4) Reactant: [CH3:1][NH:2][C:3](=[O:23])[C:4]1[C:9]([C:10]2[CH:15]=[CH:14][CH:13]=[CH:12][C:11]=2[CH3:16])=[CH:8][C:7]([N:17]2[CH2:22][CH2:21][O:20][CH2:19][CH2:18]2)=[N:6][CH:5]=1.C[Si](C)(C)[N-][Si](C)(C)C.[K+].[F:34][C:35]([F:49])([F:48])[C:36]1[CH:37]=[C:38]([CH:41]=[C:42]([C:44]([F:47])([F:46])[F:45])[CH:43]=1)[CH2:39]Br. Product: [F:34][C:35]([F:49])([F:48])[C:36]1[CH:37]=[C:38]([CH:41]=[C:42]([C:44]([F:47])([F:46])[F:45])[CH:43]=1)[CH2:39][N:2]([CH3:1])[C:3](=[O:23])[C:4]1[C:9]([C:10]2[CH:15]=[CH:14][CH:13]=[CH:12][C:11]=2[CH3:16])=[CH:8][C:7]([N:17]2[CH2:22][CH2:21][O:20][CH2:19][CH2:18]2)=[N:6][CH:5]=1. The catalyst class is: 7.